Predict the reactants needed to synthesize the given product. From a dataset of Full USPTO retrosynthesis dataset with 1.9M reactions from patents (1976-2016). (1) Given the product [NH2:25][C@H:22]1[CH2:23][CH2:24][N:20]([C@H:10]2[CH2:11][CH2:12][C@@H:13]([N:15]([CH:17]([CH3:19])[CH3:18])[CH3:16])[CH2:14][C@H:9]2[CH2:8][S:5]([C:1]([CH3:2])([CH3:4])[CH3:3])(=[O:7])=[O:6])[C:21]1=[O:36], predict the reactants needed to synthesize it. The reactants are: [C:1]([S:5]([CH2:8][C@@H:9]1[CH2:14][C@H:13]([N:15]([CH:17]([CH3:19])[CH3:18])[CH3:16])[CH2:12][CH2:11][C@@H:10]1[N:20]1[CH2:24][CH2:23][C@H:22]([NH:25]C(=O)OCC2C=CC=CC=2)[C:21]1=[O:36])(=[O:7])=[O:6])([CH3:4])([CH3:3])[CH3:2].CCOCC. (2) Given the product [Cl:1][C:2]1[CH:7]=[CH:6][CH:5]=[CH:4][C:3]=1[C:8]1[C:12]2[CH:13]=[C:14]([C:17]3[O:18][C:33]([S:30][CH3:28])=[N:20][N:19]=3)[CH:15]=[CH:16][C:11]=2[O:10][CH:9]=1, predict the reactants needed to synthesize it. The reactants are: [Cl:1][C:2]1[CH:7]=[CH:6][CH:5]=[CH:4][C:3]=1[C:8]1[C:12]2[CH:13]=[C:14]([C:17]([NH:19][NH2:20])=[O:18])[CH:15]=[CH:16][C:11]=2[O:10][CH:9]=1.C(N(CC)CC)C.[C:28](=[S:30])=S.IC.[C:33](=O)([O-])[O-].[K+].[K+]. (3) Given the product [F:25][C:19]1[CH:20]=[C:21]([F:24])[CH:22]=[CH:23][C:18]=1[C:17]1[NH:16][C:15]([C:26]([CH3:31])([CH3:32])[C:27]([O:29][CH3:30])=[O:28])=[N:14][C:13]=1[C:11]1[CH:10]=[CH:9][C:8]([N+:33]([O-:35])=[O:34])=[C:7]([OH:37])[N:12]=1, predict the reactants needed to synthesize it. The reactants are: CS(O)(=O)=O.N[C:7]1[N:12]=[C:11]([C:13]2[N:14]=[C:15]([C:26]([CH3:32])([CH3:31])[C:27]([O:29][CH3:30])=[O:28])[NH:16][C:17]=2[C:18]2[CH:23]=[CH:22][C:21]([F:24])=[CH:20][C:19]=2[F:25])[CH:10]=[CH:9][C:8]=1[N+:33]([O-:35])=[O:34].S(=O)(=O)(O)[OH:37].N([O-])=O.[Na+].P([O-])(O)(O)=O.[Na+]. (4) The reactants are: [Cl:1][C:2]1[CH:7]=[CH:6][C:5]([N:8]2[C:13](=[O:14])[C:12]3[CH:15]=[N:16][N:17]([C:18]4[CH:26]=[CH:25][C:21]([C:22]([OH:24])=O)=[CH:20][CH:19]=4)[C:11]=3[N:10]=[C:9]2[C:27]2[CH:32]=[CH:31][C:30]([Cl:33])=[CH:29][C:28]=2[Cl:34])=[CH:4][CH:3]=1.[CH3:35][N:36]1[CH2:41][CH2:40][NH:39][CH2:38][CH2:37]1. Given the product [Cl:1][C:2]1[CH:3]=[CH:4][C:5]([N:8]2[C:13](=[O:14])[C:12]3[CH:15]=[N:16][N:17]([C:18]4[CH:19]=[CH:20][C:21]([C:22]([N:39]5[CH2:40][CH2:41][N:36]([CH3:35])[CH2:37][CH2:38]5)=[O:24])=[CH:25][CH:26]=4)[C:11]=3[N:10]=[C:9]2[C:27]2[CH:32]=[CH:31][C:30]([Cl:33])=[CH:29][C:28]=2[Cl:34])=[CH:6][CH:7]=1, predict the reactants needed to synthesize it. (5) Given the product [CH3:1][C:2]1[CH:3]=[CH:4][C:5]([S:8]([NH:11][C:12]2[CH:24]=[CH:23][C:15]3[S:16][C:17]([C:19]([OH:21])=[O:20])=[CH:18][C:14]=3[CH:13]=2)(=[O:10])=[O:9])=[CH:6][CH:7]=1, predict the reactants needed to synthesize it. The reactants are: [CH3:1][C:2]1[CH:7]=[CH:6][C:5]([S:8]([NH:11][C:12]2[CH:24]=[CH:23][C:15]3[S:16][C:17]([C:19]([O:21]C)=[O:20])=[CH:18][C:14]=3[CH:13]=2)(=[O:10])=[O:9])=[CH:4][CH:3]=1.O.[OH-].[Li+].O.